This data is from Full USPTO retrosynthesis dataset with 1.9M reactions from patents (1976-2016). The task is: Predict the reactants needed to synthesize the given product. The reactants are: [CH:1]1([PH:6][CH:7]2[CH2:11][CH2:10][CH2:9][CH2:8]2)[CH2:5][CH2:4][CH2:3][CH2:2]1.[BH3:12].C([Li])CCC.CC1C=CC(S(O[CH:29]2[CH2:34][CH2:33][CH:32]([C:35]3[CH:40]=[CH:39][CH:38]=[CH:37][CH:36]=3)[CH2:31][CH2:30]2)(=O)=O)=CC=1. Given the product [CH:7]1([P:6]([CH:1]2[CH2:2][CH2:3][CH2:4][CH2:5]2)[CH:38]2[CH2:37][CH2:36][CH:35]([C:32]3[CH:33]=[CH:34][CH:29]=[CH:30][CH:31]=3)[CH2:40][CH2:39]2)[CH2:8][CH2:9][CH2:10][CH2:11]1.[BH3:12], predict the reactants needed to synthesize it.